This data is from Peptide-MHC class I binding affinity with 185,985 pairs from IEDB/IMGT. The task is: Regression. Given a peptide amino acid sequence and an MHC pseudo amino acid sequence, predict their binding affinity value. This is MHC class I binding data. (1) The peptide sequence is KIGEVIGPK. The MHC is HLA-B15:17 with pseudo-sequence HLA-B15:17. The binding affinity (normalized) is 0.0847. (2) The peptide sequence is ITYKCPLLR. The MHC is HLA-A31:01 with pseudo-sequence HLA-A31:01. The binding affinity (normalized) is 0.773. (3) The peptide sequence is QPQEQVPLV. The MHC is HLA-B35:01 with pseudo-sequence HLA-B35:01. The binding affinity (normalized) is 0.0691. (4) The peptide sequence is ELRQLAQSL. The MHC is HLA-B15:01 with pseudo-sequence HLA-B15:01. The binding affinity (normalized) is 0.0847. (5) The peptide sequence is DELWRGLLA. The MHC is HLA-B39:01 with pseudo-sequence HLA-B39:01. The binding affinity (normalized) is 0.0847. (6) The peptide sequence is NISSKFKYF. The MHC is HLA-B15:01 with pseudo-sequence HLA-B15:01. The binding affinity (normalized) is 0.233. (7) The peptide sequence is LLLIALWNL. The MHC is HLA-A31:01 with pseudo-sequence HLA-A31:01. The binding affinity (normalized) is 0.